Dataset: Catalyst prediction with 721,799 reactions and 888 catalyst types from USPTO. Task: Predict which catalyst facilitates the given reaction. Reactant: [Br:1][C:2]1[CH:3]=[CH:4][C:5]([N+:13]([O-:15])=[O:14])=[C:6]([NH:8][CH2:9][CH2:10][CH2:11][OH:12])[CH:7]=1.C(N(C(C)C)CC)(C)C.[Si:25](Cl)([C:28]([CH3:31])([CH3:30])[CH3:29])([CH3:27])[CH3:26]. Product: [Br:1][C:2]1[CH:3]=[CH:4][C:5]([N+:13]([O-:15])=[O:14])=[C:6]([CH:7]=1)[NH:8][CH2:9][CH2:10][CH2:11][O:12][Si:25]([C:28]([CH3:31])([CH3:30])[CH3:29])([CH3:27])[CH3:26]. The catalyst class is: 4.